Task: Predict which catalyst facilitates the given reaction.. Dataset: Catalyst prediction with 721,799 reactions and 888 catalyst types from USPTO Reactant: C[O:2][C:3]([C:5]1[CH:6]=[C:7]([C:13]2[CH:18]=[CH:17][CH:16]=[CH:15][CH:14]=2)[CH:8]=[C:9]([O:11][CH3:12])[CH:10]=1)=[O:4].O[Li].O. Product: [CH3:12][O:11][C:9]1[CH:10]=[C:5]([C:3]([OH:4])=[O:2])[CH:6]=[C:7]([C:13]2[CH:18]=[CH:17][CH:16]=[CH:15][CH:14]=2)[CH:8]=1. The catalyst class is: 20.